From a dataset of Full USPTO retrosynthesis dataset with 1.9M reactions from patents (1976-2016). Predict the reactants needed to synthesize the given product. (1) Given the product [CH2:30]([O:29][C:27]1[C:26]([O:32][CH2:33][CH3:34])=[CH:25][C:12]2[C:13]3[N:18]([CH:9]([CH2:8][N:7]4[CH2:2][CH2:3][CH2:4][C:5]4=[O:6])[CH2:10][C:11]=2[CH:28]=1)[CH:17]=[C:16]([C:19]([OH:21])=[O:20])[C:15](=[O:24])[CH:14]=3)[CH3:31], predict the reactants needed to synthesize it. The reactants are: Cl[CH2:2][CH2:3][CH2:4][C:5]([NH:7][CH2:8][CH:9]1[N:18]2[C:13](=[CH:14][C:15](=[O:24])[C:16]([C:19]([O:21]CC)=[O:20])=[CH:17]2)[C:12]2[CH:25]=[C:26]([O:32][CH2:33][CH3:34])[C:27]([O:29][CH2:30][CH3:31])=[CH:28][C:11]=2[CH2:10]1)=[O:6].CC([O-])(C)C.[K+].O[Li].O.Cl. (2) Given the product [CH3:31][C:30]([S:29][C:16]1[CH:17]=[C:18]2[C:13](=[C:14]([CH3:20])[CH:15]=1)[N:12]=[N:11][C:10]([C:21]([NH2:23])=[O:22])=[C:9]2[NH:8][C:7]1[N:3]([CH2:1][CH3:2])[N:4]=[CH:5][CH:6]=1)([CH3:33])[CH3:32], predict the reactants needed to synthesize it. The reactants are: [CH2:1]([N:3]1[C:7]([NH:8][C:9]2[C:18]3[C:13](=[C:14]([CH3:20])[CH:15]=[C:16](I)[CH:17]=3)[N:12]=[N:11][C:10]=2[C:21]([NH2:23])=[O:22])=[CH:6][CH:5]=[N:4]1)[CH3:2].C([Sn](CCCC)(CCCC)[S:29][C:30]([CH3:33])([CH3:32])[CH3:31])CCC. (3) The reactants are: [NH2:1][C:2]1[N:10]=[C:9]2[C:5]([N:6]=[CH:7][N:8]2[C@@H:11]2[O:17][C@H:16]([CH2:18][OH:19])[C@@H:14]([OH:15])[C@@:12]2([CH3:20])[OH:13])=[C:4]([O:21][CH3:22])[N:3]=1.C1C(=O)N([Br:30])C(=O)C1. Given the product [NH2:1][C:2]1[N:10]=[C:9]2[C:5]([N:6]=[C:7]([Br:30])[N:8]2[C@H:11]2[C@:12]([CH3:20])([OH:13])[C@H:14]([OH:15])[C@@H:16]([CH2:18][OH:19])[O:17]2)=[C:4]([O:21][CH3:22])[N:3]=1, predict the reactants needed to synthesize it. (4) Given the product [C:1]([O:5][C:6]([N:8]1[CH2:13][CH2:12][C:11]2[N:14]([CH2:27][CH2:28][CH2:29][N:30]3[CH2:35][CH2:34][N:33]([C:36]4[C:37]([NH:43][S:45]([CH3:44])(=[O:47])=[O:46])=[CH:38][CH:39]=[CH:40][C:41]=4[Cl:42])[CH2:32][CH2:31]3)[N:15]=[C:16]([C:17]3[CH:18]=[CH:19][C:20]([C:23]([F:25])([F:26])[F:24])=[CH:21][CH:22]=3)[C:10]=2[CH2:9]1)=[O:7])([CH3:4])([CH3:2])[CH3:3], predict the reactants needed to synthesize it. The reactants are: [C:1]([O:5][C:6]([N:8]1[CH2:13][CH2:12][C:11]2[N:14]([CH2:27][CH2:28][CH2:29][N:30]3[CH2:35][CH2:34][N:33]([C:36]4[C:41]([Cl:42])=[CH:40][CH:39]=[CH:38][C:37]=4[NH2:43])[CH2:32][CH2:31]3)[N:15]=[C:16]([C:17]3[CH:22]=[CH:21][C:20]([C:23]([F:26])([F:25])[F:24])=[CH:19][CH:18]=3)[C:10]=2[CH2:9]1)=[O:7])([CH3:4])([CH3:3])[CH3:2].[CH3:44][S:45](Cl)(=[O:47])=[O:46].C(N(CC)CC)C.C([O-])(O)=O.[Na+]. (5) Given the product [CH3:29][O:30][C:31]1[CH:36]=[C:35]([O:37][CH3:38])[CH:34]=[CH:33][C:32]=1[O:39][C:2]1[CH:20]=[C:19]([C:21]([F:24])([F:23])[F:22])[CH:18]=[C:17]([C:25]([F:27])([F:26])[F:28])[C:3]=1[C:4]([NH:6][C:7]1[CH:8]=[CH:9][C:10]([C:13]([OH:15])=[O:14])=[N:11][CH:12]=1)=[O:5], predict the reactants needed to synthesize it. The reactants are: F[C:2]1[CH:20]=[C:19]([C:21]([F:24])([F:23])[F:22])[CH:18]=[C:17]([C:25]([F:28])([F:27])[F:26])[C:3]=1[C:4]([NH:6][C:7]1[CH:8]=[CH:9][C:10]([C:13]([O:15]C)=[O:14])=[N:11][CH:12]=1)=[O:5].[CH3:29][O:30][C:31]1[CH:36]=[C:35]([O:37][CH3:38])[CH:34]=[CH:33][C:32]=1[OH:39].C([O-])([O-])=O.[K+].[K+].[OH-].[Na+]. (6) Given the product [ClH:22].[Cl:22][CH2:18][C:7]1[C:8]([NH:13][CH2:14][CH2:15][O:16][CH3:17])=[N:9][C:10]2[C:5]([CH:6]=1)=[CH:4][C:3]([O:2][CH3:1])=[CH:12][CH:11]=2, predict the reactants needed to synthesize it. The reactants are: [CH3:1][O:2][C:3]1[CH:4]=[C:5]2[C:10](=[CH:11][CH:12]=1)[N:9]=[C:8]([NH:13][CH2:14][CH2:15][O:16][CH3:17])[C:7]([CH2:18]O)=[CH:6]2.O=S(Cl)[Cl:22]. (7) Given the product [N+:1]([C:4]1[CH:21]=[CH:20][CH:19]=[CH:18][C:5]=1[CH2:6][N:7]1[CH2:8][CH2:9][CH:10]([C:12]2[CH:13]=[CH:14][CH:15]=[CH:16][CH:17]=2)[O:11][C:30]1=[O:32])([O-:3])=[O:2], predict the reactants needed to synthesize it. The reactants are: [N+:1]([C:4]1[CH:21]=[CH:20][CH:19]=[CH:18][C:5]=1[CH2:6][NH:7][CH2:8][CH2:9][CH:10]([C:12]1[CH:17]=[CH:16][CH:15]=[CH:14][CH:13]=1)[OH:11])([O-:3])=[O:2].C(N(CC)CC)C.Cl[C:30](Cl)([O:32]C(=O)OC(Cl)(Cl)Cl)Cl.O.